From a dataset of Reaction yield outcomes from USPTO patents with 853,638 reactions. Predict the reaction yield, written as a fraction of the theoretical maximum amount of product (1.0 means a 100% yield; for example, 0.34 means a 34% yield). (1) The yield is 0.610. The product is [CH3:25][O:26][CH:27]1[CH2:30][N:29]([C:19]([C:18]2[CH:17]=[N:16][C:15]([O:14][CH2:13][C:3]3[C:4]([C:7]4[CH:8]=[CH:9][CH:10]=[CH:11][CH:12]=4)=[N:5][O:6][C:2]=3[CH3:1])=[CH:23][CH:22]=2)=[O:21])[CH2:28]1. No catalyst specified. The reactants are [CH3:1][C:2]1[O:6][N:5]=[C:4]([C:7]2[CH:12]=[CH:11][CH:10]=[CH:9][CH:8]=2)[C:3]=1[CH2:13][O:14][C:15]1[CH:23]=[CH:22][C:18]([C:19]([OH:21])=O)=[CH:17][N:16]=1.Cl.[CH3:25][O:26][CH:27]1[CH2:30][NH:29][CH2:28]1. (2) The reactants are [CH2:1]([O:8][C:9]1[CH:10]=[C:11]([CH:13]=[CH:14][CH:15]=1)[NH2:12])[C:2]1[CH:7]=[CH:6][CH:5]=[CH:4][CH:3]=1.C(=O)=O.C1C(=O)N([Br:26])C(=O)C1.CC(C)=O.C(=O)=O.C([O-])([O-])=O.[Na+].[Na+]. The catalyst is C1COCC1.OS(O)(=O)=O. The product is [CH2:1]([O:8][C:9]1[CH:15]=[CH:14][C:13]([Br:26])=[C:11]([CH:10]=1)[NH2:12])[C:2]1[CH:3]=[CH:4][CH:5]=[CH:6][CH:7]=1. The yield is 0.260. (3) The reactants are [CH2:1]([N:8]1[C:12]2[CH:13]=[CH:14][C:15]3[N:16]([C:17]([CH3:20])=[N:18][N:19]=3)[C:11]=2[CH:10]=[C:9]1[C:21]1[CH:25]=[CH:24][N:23]([C:26]2([CH2:30][C:31]#[N:32])[CH2:29][NH:28][CH2:27]2)[N:22]=1)[C:2]1[CH:7]=[CH:6][CH:5]=[CH:4][CH:3]=1.[CH3:33][S:34](Cl)(=[O:36])=[O:35].C(N(CC)CC)C. The catalyst is C(Cl)Cl. The product is [CH2:1]([N:8]1[C:12]2[CH:13]=[CH:14][C:15]3[N:16]([C:17]([CH3:20])=[N:18][N:19]=3)[C:11]=2[CH:10]=[C:9]1[C:21]1[CH:25]=[CH:24][N:23]([C:26]2([CH2:30][C:31]#[N:32])[CH2:29][N:28]([S:34]([CH3:33])(=[O:36])=[O:35])[CH2:27]2)[N:22]=1)[C:2]1[CH:7]=[CH:6][CH:5]=[CH:4][CH:3]=1. The yield is 0.830. (4) The reactants are [Cl:1][C:2]1[CH:3]=[C:4]([C:8]2[N:13]=[C:12]3[CH2:14][CH2:15][CH2:16][C:11]3=[C:10]([CH:17]=[O:18])[CH:9]=2)[CH:5]=[CH:6][CH:7]=1.CC1(C)C(C)(C)OB(C[C:28]2[CH:33]=[CH:32][C:31]([CH2:34][C:35]([O:37][CH3:38])=[O:36])=[CH:30][CH:29]=2)O1.[CH3:40]C1(C)C(C)(C)OB(C2C=CC(CC(OC)=O)=CC=2)O1. The catalyst is O1CCOCC1.[Pd](Cl)Cl.C1(P(C2C3C(=CC=CC=3)C=CC=2)C2C3C(=CC=CC=3)C=CC=2)C2C(=CC=CC=2)C=CC=1. The product is [Cl:1][C:2]1[CH:3]=[C:4]([C:8]2[N:13]=[C:12]3[CH2:14][CH2:15][CH2:16][C:11]3=[C:10]([CH:17]([OH:18])[C:28]3[CH:29]=[CH:30][C:31]([CH2:34][C:35]([O:37][CH2:38][CH3:40])=[O:36])=[CH:32][CH:33]=3)[CH:9]=2)[CH:5]=[CH:6][CH:7]=1. The yield is 0.750. (5) The reactants are [OH-].[Na+].[O:3]=[S:4]1(=[O:36])[C:10]2[CH:11]=[C:12]([O:16][CH:17](C(OCC)=O)C)[C:13]([Br:15])=[CH:14][C:9]=2[N:8]([C:24]2[CH:29]=[CH:28][CH:27]=[CH:26][CH:25]=2)[CH2:7][C:6]([CH2:32][CH2:33][CH2:34][CH3:35])([CH2:30][CH3:31])[CH2:5]1.[CH3:37][C:38]([OH:40])=[O:39]. The catalyst is CCO. The product is [O:36]=[S:4]1(=[O:3])[C:10]2[CH:11]=[C:12]([O:16][CH2:17][CH2:37][C:38]([OH:40])=[O:39])[C:13]([Br:15])=[CH:14][C:9]=2[N:8]([C:24]2[CH:25]=[CH:26][CH:27]=[CH:28][CH:29]=2)[CH2:7][C:6]([CH2:32][CH2:33][CH2:34][CH3:35])([CH2:30][CH3:31])[CH2:5]1. The yield is 0.650. (6) The reactants are Cl[C:2]1[N:7]=[C:6]([C:8]2[S:12][CH:11]=[N:10][C:9]=2[C:13]2[CH:14]=[C:15]([NH:19][S:20]([C:23]3[C:28]([F:29])=[CH:27][CH:26]=[CH:25][C:24]=3[F:30])(=[O:22])=[O:21])[CH:16]=[CH:17][CH:18]=2)[CH:5]=[CH:4][N:3]=1. The catalyst is C(N)C(C)C. The product is [F:30][C:24]1[CH:25]=[CH:26][CH:27]=[C:28]([F:29])[C:23]=1[S:20]([NH:19][C:15]1[CH:16]=[CH:17][CH:18]=[C:13]([C:9]2[N:10]=[CH:11][S:12][C:8]=2[C:6]2[CH:5]=[CH:4][N:3]=[C:2]([NH:10][CH2:9][CH:13]([CH3:14])[CH3:18])[N:7]=2)[CH:14]=1)(=[O:22])=[O:21]. The yield is 0.602. (7) The reactants are [OH-:1].[Na+].S(O)(O)(=O)=O.[NH2:8]O.[Cl:10][C:11]1[CH:12]=[C:13]([C:21]([C:39]([F:42])([F:41])[F:40])=[CH:22][C:23]([C:25]2[C:34]3[C:29](=[CH:30][CH:31]=[CH:32][CH:33]=3)[C:28]([C:35]([O:37][CH3:38])=[O:36])=[CH:27][CH:26]=2)=O)[CH:14]=[C:15]([C:17]([F:20])([F:19])[F:18])[CH:16]=1. The catalyst is O.O1CCCC1. The product is [Cl:10][C:11]1[CH:12]=[C:13]([C:21]2([C:39]([F:41])([F:40])[F:42])[O:1][N:8]=[C:23]([C:25]3[C:34]4[C:29](=[CH:30][CH:31]=[CH:32][CH:33]=4)[C:28]([C:35]([O:37][CH3:38])=[O:36])=[CH:27][CH:26]=3)[CH2:22]2)[CH:14]=[C:15]([C:17]([F:18])([F:20])[F:19])[CH:16]=1. The yield is 0.760. (8) The product is [O:1]=[C:2]1[C:11]2[C:6](=[CH:7][CH:8]=[CH:9][C:10]=2[C:12]([F:15])([F:13])[F:14])[NH:5][CH:4]=[C:3]1[C:16]([OH:18])=[O:17]. The yield is 0.920. The catalyst is [Pd]. The reactants are [O:1]=[C:2]1[C:11]2[C:6](=[CH:7][CH:8]=[CH:9][C:10]=2[C:12]([F:15])([F:14])[F:13])[NH:5][CH:4]=[C:3]1[C:16]([O:18]CC)=[O:17].[OH-].[Na+]. (9) The yield is 0.970. The reactants are CC(C)(C)C([NH:5][C:6]1[CH:11]=[CH:10][C:9]([C:12]([F:15])([F:14])[F:13])=[C:8]([N+:16]([O-:18])=[O:17])[CH:7]=1)=O.C([O-])(O)=O.[Na+]. The product is [N+:16]([C:8]1[CH:7]=[C:6]([CH:11]=[CH:10][C:9]=1[C:12]([F:13])([F:14])[F:15])[NH2:5])([O-:18])=[O:17]. The catalyst is Cl.